This data is from Forward reaction prediction with 1.9M reactions from USPTO patents (1976-2016). The task is: Predict the product of the given reaction. (1) Given the reactants [F:1][C:2]1[CH:20]=[C:19]2[C:5]([C:6](=[O:22])[C:7](=[O:21])[C:8]3[S:18][CH2:17][C:11]4([CH2:16][CH2:15][NH:14][CH2:13][CH2:12]4)[O:10][C:9]=32)=[CH:4][CH:3]=1.[CH2:23]([C@H:30]1[CH2:32][O:31]1)[C:24]1[CH:29]=[CH:28][CH:27]=[CH:26][CH:25]=1, predict the reaction product. The product is: [F:1][C:2]1[CH:20]=[C:19]2[C:5]([C:6](=[O:22])[C:7](=[O:21])[C:8]3[S:18][CH2:17][C:11]4([CH2:16][CH2:15][N:14]([CH2:32][C@@H:30]([OH:31])[CH2:23][C:24]5[CH:29]=[CH:28][CH:27]=[CH:26][CH:25]=5)[CH2:13][CH2:12]4)[O:10][C:9]=32)=[CH:4][CH:3]=1. (2) Given the reactants Br[CH2:2][CH2:3][C:4]1[CH:9]=[CH:8][C:7]([O:10][CH2:11][C:12]2[CH:17]=[CH:16][CH:15]=[CH:14][CH:13]=2)=[CH:6][CH:5]=1.[C:18]1([C:28]([N:30]2[CH2:35][CH2:34][NH:33][CH2:32][CH2:31]2)=[O:29])[C:27]2[C:22](=[CH:23][CH:24]=[CH:25][CH:26]=2)[CH:21]=[CH:20][CH:19]=1.C(N(C(C)C)CC)(C)C, predict the reaction product. The product is: [C:18]1([C:28]([N:30]2[CH2:35][CH2:34][N:33]([CH2:2][CH2:3][C:4]3[CH:9]=[CH:8][C:7]([O:10][CH2:11][C:12]4[CH:17]=[CH:16][CH:15]=[CH:14][CH:13]=4)=[CH:6][CH:5]=3)[CH2:32][CH2:31]2)=[O:29])[C:27]2[C:22](=[CH:23][CH:24]=[CH:25][CH:26]=2)[CH:21]=[CH:20][CH:19]=1. (3) Given the reactants [NH2:1][C:2]1[CH:3]=[CH:4][C:5]([CH3:21])=[C:6]([C:8]2[CH:13]=[CH:12][C:11]([C:14]([NH:16][CH2:17][CH:18]3[CH2:20][CH2:19]3)=[O:15])=[CH:10][CH:9]=2)[CH:7]=1.[C:22](O)(=[O:29])[C:23]1[CH:28]=[CH:27][CH:26]=[N:25][CH:24]=1, predict the reaction product. The product is: [CH:18]1([CH2:17][NH:16][C:14]([C:11]2[CH:12]=[CH:13][C:8]([C:6]3[C:5]([CH3:21])=[CH:4][CH:3]=[C:2]([NH:1][C:22](=[O:29])[C:23]4[CH:28]=[CH:27][CH:26]=[N:25][CH:24]=4)[CH:7]=3)=[CH:9][CH:10]=2)=[O:15])[CH2:20][CH2:19]1. (4) The product is: [O:10]=[C:9]1[NH:11][C:2]2=[N:3][CH:4]=[CH:5][CH:6]=[C:7]2[N:8]1[CH:12]1[CH2:17][CH2:16][N:15]([C:18]([O:20][CH2:21][C:22]2[CH:27]=[CH:26][CH:25]=[CH:24][CH:23]=2)=[O:19])[CH2:14][CH2:13]1. Given the reactants Cl[C:2]1[C:7]([N:8]([CH:12]2[CH2:17][CH2:16][N:15]([C:18]([O:20][CH2:21][C:22]3[CH:27]=[CH:26][CH:25]=[CH:24][CH:23]=3)=[O:19])[CH2:14][CH2:13]2)[C:9]([NH2:11])=[O:10])=[CH:6][CH:5]=[CH:4][N:3]=1.C(=O)([O-])O.[Na+].C1(P(C2C=CC=CC=2)CCCCP(C2C=CC=CC=2)C2C=CC=CC=2)C=CC=CC=1.O, predict the reaction product. (5) Given the reactants [CH3:1][N:2]([CH2:4][CH:5]1[CH2:11][CH2:10][O:9][C:8]2[CH:12]=[CH:13][CH:14]=[CH:15][C:7]=2[C:6]1([CH2:17][C:18]1[CH:23]=[CH:22][CH:21]=[C:20]([O:24][CH3:25])[CH:19]=1)O)[CH3:3].[ClH:26].[OH-].[Na+], predict the reaction product. The product is: [ClH:26].[ClH:26].[CH3:25][O:24][C:20]1[CH:19]=[C:18]([CH:23]=[CH:22][CH:21]=1)/[CH:17]=[C:6]1/[C:7]2[CH:15]=[CH:14][CH:13]=[CH:12][C:8]=2[O:9][CH2:10][CH2:11][CH:5]/1[CH2:4][N:2]([CH3:3])[CH3:1].